Dataset: Forward reaction prediction with 1.9M reactions from USPTO patents (1976-2016). Task: Predict the product of the given reaction. (1) Given the reactants [C:1]([C:4]1[CH:5]=[CH:6][C:7]([NH:34][CH2:35][CH3:36])=[C:8]([N:10]=[C:11]2[N:15]([CH2:16][C:17]3[CH:22]=[CH:21][CH:20]=[CH:19][CH:18]=3)[C:14](=[O:23])[C:13](=[C:24]3[N:28]([CH3:29])[C:27]4[CH:30]=[CH:31][CH:32]=[CH:33][C:26]=4[S:25]3)[S:12]2)[CH:9]=1)(=O)[CH3:2].Cl.[NH2:38][OH:39], predict the reaction product. The product is: [CH2:16]([N:15]1[C:14](=[O:23])[C:13](=[C:24]2[N:28]([CH3:29])[C:27]3[CH:30]=[CH:31][CH:32]=[CH:33][C:26]=3[S:25]2)[S:12][C:11]1=[N:10][C:8]1[CH:9]=[C:4]([C:1](=[N:38][OH:39])[CH3:2])[CH:5]=[CH:6][C:7]=1[NH:34][CH2:35][CH3:36])[C:17]1[CH:22]=[CH:21][CH:20]=[CH:19][CH:18]=1. (2) Given the reactants C(OC(=O)[NH:7][C@@H:8]([CH3:14])[C:9]([CH3:13])([CH3:12])[CH2:10][OH:11])(C)(C)C.[F:16][C:17]([F:22])([F:21])[C:18]([OH:20])=[O:19], predict the reaction product. The product is: [F:16][C:17]([F:22])([F:21])[C:18]([OH:20])=[O:19].[NH2:7][C@@H:8]([CH3:14])[C:9]([CH3:13])([CH3:12])[CH2:10][OH:11]. (3) Given the reactants [NH2:1][C:2]1[N:10]=[CH:9][CH:8]=[CH:7][C:3]=1[C:4]([NH2:6])=[O:5].CO[C:13](=O)[CH2:14][O:15][CH2:16][CH2:17][C:18]1[CH:23]=[CH:22][CH:21]=[C:20]([O:24][CH3:25])[CH:19]=1.[Li+].C[Si]([N-][Si](C)(C)C)(C)C, predict the reaction product. The product is: [CH3:25][O:24][C:20]1[CH:19]=[C:18]([CH2:17][CH2:16][O:15][CH2:14][C:13]2[NH:6][C:4](=[O:5])[C:3]3[CH:7]=[CH:8][CH:9]=[N:10][C:2]=3[N:1]=2)[CH:23]=[CH:22][CH:21]=1. (4) Given the reactants Cl.[F:2][CH2:3][CH:4]1[CH2:7][N:6]([CH2:8][CH2:9][O:10][C:11]2[CH:16]=[CH:15][C:14]([CH:17]3[C:26]([C:27]4[CH:32]=[CH:31][CH:30]=[C:29]([OH:33])[CH:28]=4)=[C:25]([CH3:34])[C:24]4[C:19](=[CH:20][CH:21]=[C:22]([OH:35])[CH:23]=4)[O:18]3)=[CH:13][CH:12]=2)[CH2:5]1.F[B-](F)(F)F.F[B-](F)(F)F.[Cl:46]C[N+]12CC[N+](F)(CC1)CC2, predict the reaction product. The product is: [Cl:46][C:21]1[CH:20]=[C:19]2[C:24]([C:25]([CH3:34])=[C:26]([C:27]3[CH:32]=[CH:31][CH:30]=[C:29]([OH:33])[CH:28]=3)[CH:17]([C:14]3[CH:15]=[CH:16][C:11]([O:10][CH2:9][CH2:8][N:6]4[CH2:5][CH:4]([CH2:3][F:2])[CH2:7]4)=[CH:12][CH:13]=3)[O:18]2)=[CH:23][C:22]=1[OH:35].